From a dataset of Reaction yield outcomes from USPTO patents with 853,638 reactions. Predict the reaction yield, written as a fraction of the theoretical maximum amount of product (1.0 means a 100% yield; for example, 0.34 means a 34% yield). (1) The reactants are [C:1]([OH:5])(=O)[CH2:2][OH:3].[Cl:6][C:7]1[CH:8]=[C:9]([NH:21][C:22]2[C:31]3[C:26](=[CH:27][CH:28]=[CH:29][C:30]=3[O:32][CH2:33][CH2:34][NH:35][CH:36]3[CH2:41][CH2:40][O:39][CH2:38][CH2:37]3)[N:25]=[CH:24][N:23]=2)[CH:10]=[CH:11][C:12]=1[O:13][CH2:14][C:15]1[CH:20]=[CH:19][CH:18]=[CH:17][N:16]=1. No catalyst specified. The product is [Cl:6][C:7]1[CH:8]=[C:9]([NH:21][C:22]2[C:31]3[C:26](=[CH:27][CH:28]=[CH:29][C:30]=3[O:32][CH2:33][CH2:34][N:35]([CH:36]3[CH2:41][CH2:40][O:39][CH2:38][CH2:37]3)[C:1](=[O:5])[CH2:2][OH:3])[N:25]=[CH:24][N:23]=2)[CH:10]=[CH:11][C:12]=1[O:13][CH2:14][C:15]1[CH:20]=[CH:19][CH:18]=[CH:17][N:16]=1. The yield is 0.120. (2) The reactants are C(=NO)C1C(=CC=CC=1)O.C([O-])([O-])=O.[Cs+].[Cs+].[NH:17]1[C:21]([C:22]2[C:27](=[O:28])[CH:26]=[CH:25][N:24]([C:29]3[CH:34]=[CH:33][CH:32]=[C:31]([C:35]([F:38])([F:37])[F:36])[CH:30]=3)[N:23]=2)=[CH:20][CH:19]=[N:18]1.I[C:40]1[CH:44]=[CH:43][S:42][CH:41]=1. The catalyst is CC#N.CCOC(C)=O.O.[Cu-]=O. The product is [S:42]1[CH:43]=[CH:44][C:40]([N:17]2[C:21]([C:22]3[C:27](=[O:28])[CH:26]=[CH:25][N:24]([C:29]4[CH:34]=[CH:33][CH:32]=[C:31]([C:35]([F:37])([F:36])[F:38])[CH:30]=4)[N:23]=3)=[CH:20][CH:19]=[N:18]2)=[CH:41]1. The yield is 0.0200. (3) The reactants are [CH2:1]([C:8]1[C:12]2[C:13](=[O:29])[N:14]([C:21]3[CH:26]=[CH:25][CH:24]=[C:23]([C:27]#N)[CH:22]=3)[C:15]3[N:16]=[CH:17][CH:18]=[CH:19][C:20]=3[C:11]=2[NH:10][N:9]=1)[C:2]1[CH:7]=[CH:6][CH:5]=[CH:4][CH:3]=1.S(=O)(=O)(O)[OH:31].[OH2:35]. The catalyst is CS(C)=O. The product is [CH2:1]([C:8]1[C:12]2[C:13](=[O:29])[N:14]([C:21]3[CH:26]=[CH:25][CH:24]=[C:23]([C:27]([OH:31])=[O:35])[CH:22]=3)[C:15]3[N:16]=[CH:17][CH:18]=[CH:19][C:20]=3[C:11]=2[NH:10][N:9]=1)[C:2]1[CH:3]=[CH:4][CH:5]=[CH:6][CH:7]=1. The yield is 0.580. (4) The reactants are [CH:1]1([NH:4][CH2:5][C:6]2[CH:12]=[CH:11][CH:10]=[CH:9][C:7]=2[NH2:8])[CH2:3][CH2:2]1.C1N=CN([C:18](N2C=NC=C2)=[O:19])C=1. The catalyst is C1COCC1.C(Cl)Cl. The product is [CH:1]1([N:4]2[CH2:5][C:6]3[C:7](=[CH:9][CH:10]=[CH:11][CH:12]=3)[NH:8][C:18]2=[O:19])[CH2:3][CH2:2]1. The yield is 0.330. (5) The reactants are I[C:2]1[CH:3]=[CH:4][C:5]([CH3:24])=[C:6]([CH:23]=1)[C:7]([NH:9][C:10]([CH3:22])([C:12]1[C:21]2[C:16](=[CH:17][CH:18]=[CH:19][CH:20]=2)[CH:15]=[CH:14][CH:13]=1)[CH3:11])=[O:8].[C:25]([Cu])#[N:26].[C-]#N.[K+]. The catalyst is CN(C=O)C. The product is [C:25]([C:2]1[CH:3]=[CH:4][C:5]([CH3:24])=[C:6]([CH:23]=1)[C:7]([NH:9][C:10]([CH3:22])([C:12]1[C:21]2[C:16](=[CH:17][CH:18]=[CH:19][CH:20]=2)[CH:15]=[CH:14][CH:13]=1)[CH3:11])=[O:8])#[N:26]. The yield is 0.780. (6) The reactants are [NH:1]1[CH:5]=[CH:4][N:3]=[C:2]1[C:6]1[C:7]([O:24][CH3:25])=[CH:8][C:9]([CH:21]([CH3:23])[CH3:22])=[C:10]([CH:20]=1)[O:11][C:12]1[CH:13]([NH2:19])[NH:14][C:15]([NH2:18])=[N:16][CH:17]=1.I[CH3:27].[OH-].[K+]. The catalyst is CC(C)=O. The product is [CH:21]([C:9]1[CH:8]=[C:7]([O:24][CH3:25])[C:6]([C:2]2[N:1]([CH3:27])[CH:5]=[CH:4][N:3]=2)=[CH:20][C:10]=1[O:11][C:12]1[CH:13]([NH2:19])[NH:14][C:15]([NH2:18])=[N:16][CH:17]=1)([CH3:23])[CH3:22]. The yield is 0.520. (7) The reactants are [CH:1]([C:4]1[CH:9]=[CH:8][CH:7]=[CH:6][N:5]=1)([CH3:3])[CH3:2].C1C=C(Cl)C=C(C(OO)=[O:18])C=1. The catalyst is C(Cl)Cl. The product is [CH:1]([C:4]1[CH:9]=[CH:8][CH:7]=[CH:6][N+:5]=1[O-:18])([CH3:3])[CH3:2]. The yield is 0.850.